This data is from Reaction yield outcomes from USPTO patents with 853,638 reactions. The task is: Predict the reaction yield, written as a fraction of the theoretical maximum amount of product (1.0 means a 100% yield; for example, 0.34 means a 34% yield). The reactants are [CH2:1]([O:5][C:6]1[C:15]2[C:10](=[CH:11][CH:12]=[C:13](C(O)=O)[CH:14]=2)[C:9](=[O:19])[N:8]([CH2:20][CH:21]([CH3:23])[CH3:22])[C:7]=1[CH2:24][NH:25][C:26]([O:28][C:29]([CH3:32])([CH3:31])[CH3:30])=[O:27])[CH2:2][CH2:3][CH3:4].C1(P(N=[N+]=[N-])(C2C=CC=CC=2)=[O:40])C=CC=CC=1.C([N:52]([CH2:55]C)CC)C.[C:57]1(CO)[C:69]2[CH2:68][C:67]3[C:62](=[CH:63][CH:64]=[CH:65][CH:66]=3)[C:61]=2[CH:60]=[CH:59][CH:58]=1.CN(C)[CH:74]=[O:75]. The catalyst is O. The product is [CH2:1]([O:5][C:6]1[C:15]2[C:10](=[CH:11][CH:12]=[C:13]([NH:52][C:55](=[O:40])[O:75][CH2:74][CH:68]3[C:67]4[CH:66]=[CH:65][CH:64]=[CH:63][C:62]=4[C:61]4[C:69]3=[CH:57][CH:58]=[CH:59][CH:60]=4)[CH:14]=2)[C:9](=[O:19])[N:8]([CH2:20][CH:21]([CH3:22])[CH3:23])[C:7]=1[CH2:24][NH:25][C:26]([O:28][C:29]([CH3:30])([CH3:31])[CH3:32])=[O:27])[CH2:2][CH2:3][CH3:4]. The yield is 0.828.